This data is from Full USPTO retrosynthesis dataset with 1.9M reactions from patents (1976-2016). The task is: Predict the reactants needed to synthesize the given product. (1) Given the product [C:26]([OH:33])(=[O:32])/[CH:27]=[CH:28]\[C:29]([OH:31])=[O:30].[CH3:1][N:2]([CH2:9][CH2:10][O:11][C:12]1[CH:17]=[CH:16][C:15]([CH2:18][CH:19]2[S:23][C:22](=[O:24])[NH:21][C:20]2=[O:25])=[CH:14][CH:13]=1)[C:3]1[CH:8]=[CH:7][CH:6]=[CH:5][N:4]=1, predict the reactants needed to synthesize it. The reactants are: [CH3:1][N:2]([CH2:9][CH2:10][O:11][C:12]1[CH:17]=[CH:16][C:15]([CH2:18][CH:19]2[S:23][C:22](=[O:24])[NH:21][C:20]2=[O:25])=[CH:14][CH:13]=1)[C:3]1[CH:8]=[CH:7][CH:6]=[CH:5][N:4]=1.[C:26]([OH:33])(=[O:32])/[CH:27]=[CH:28]\[C:29]([OH:31])=[O:30].CC(C)=O. (2) Given the product [OH:15][C:11]1[CH:12]=[CH:13][CH:14]=[C:9]([O:8][CH3:1])[C:10]=1[CH2:17][CH2:18][N:19]1[CH2:20][CH2:21][CH:22]([N:25]2[C:33]3[C:28](=[CH:29][CH:30]=[C:31]([C:34]([NH2:36])=[O:35])[CH:32]=3)[CH:27]=[CH:26]2)[CH2:23][CH2:24]1, predict the reactants needed to synthesize it. The reactants are: [CH2:1]([O:8][C:9]1[CH:14]=[CH:13][CH:12]=[C:11]([O:15]C)[C:10]=1[CH2:17][CH2:18][N:19]1[CH2:24][CH2:23][CH:22]([N:25]2[C:33]3[C:28](=[CH:29][CH:30]=[C:31]([C:34]([NH2:36])=[O:35])[CH:32]=3)[CH:27]=[CH:26]2)[CH2:21][CH2:20]1)C1C=CC=CC=1. (3) Given the product [N:42]1[CH2:41][CH2:40][CH2:39][C:38]=1[N:34]1[CH2:33][CH2:32][C:21]2[N:22]([S:26]([CH2:29][CH2:30][CH3:31])(=[O:27])=[O:28])[C:23]3[CH:24]=[CH:25][C:17]([C:15]([N:12]4[CH2:13][CH2:14][CH:9]([CH3:8])[CH2:10][CH2:11]4)=[O:16])=[CH:18][C:19]=3[C:20]=2[CH2:35]1, predict the reactants needed to synthesize it. The reactants are: OC(C(F)(F)F)=O.[CH3:8][CH:9]1[CH2:14][CH2:13][N:12]([C:15]([C:17]2[CH:25]=[CH:24][C:23]3[N:22]([S:26]([CH2:29][CH2:30][CH3:31])(=[O:28])=[O:27])[C:21]4[CH2:32][CH2:33][NH:34][CH2:35][C:20]=4[C:19]=3[CH:18]=2)=[O:16])[CH2:11][CH2:10]1.CO[C:38]1[CH2:39][CH2:40][CH2:41][N:42]=1.